Dataset: Peptide-MHC class I binding affinity with 185,985 pairs from IEDB/IMGT. Task: Regression. Given a peptide amino acid sequence and an MHC pseudo amino acid sequence, predict their binding affinity value. This is MHC class I binding data. The peptide sequence is MRMLWMANY. The MHC is HLA-A24:03 with pseudo-sequence HLA-A24:03. The binding affinity (normalized) is 0.311.